From a dataset of Full USPTO retrosynthesis dataset with 1.9M reactions from patents (1976-2016). Predict the reactants needed to synthesize the given product. (1) Given the product [NH2:40][C:37]1[N:38]=[CH:39][C:34]([C:2]2[CH:3]=[CH:4][C:5]3[C:6]4[C:14]([NH:15][CH:16]([CH:17]5[CH2:19][CH2:18]5)[CH:20]5[CH2:22][CH2:21]5)=[N:13][CH:12]=[C:11]([C:23]([NH2:25])=[O:24])[C:7]=4[NH:8][C:9]=3[CH:10]=2)=[CH:35][N:36]=1, predict the reactants needed to synthesize it. The reactants are: Cl[C:2]1[CH:3]=[CH:4][C:5]2[C:6]3[C:14]([NH:15][CH:16]([CH:20]4[CH2:22][CH2:21]4)[CH:17]4[CH2:19][CH2:18]4)=[N:13][CH:12]=[C:11]([C:23]([NH2:25])=[O:24])[C:7]=3[NH:8][C:9]=2[CH:10]=1.CC1(C)C(C)(C)OB([C:34]2[CH:35]=[N:36][C:37]([NH2:40])=[N:38][CH:39]=2)O1.C1(P(C2CCCCC2)C2CCCCC2)CCCCC1.[O-]P([O-])([O-])=O.[K+].[K+].[K+]. (2) The reactants are: [SH:1][CH2:2][CH2:3][C:4]([N:6]1[CH2:10][CH2:9][CH2:8][C@@H:7]1[C:11]([OH:13])=[O:12])=[O:5]. Given the product [C:11]([C@H:7]1[CH2:8][CH2:9][CH2:10][N:6]1[C:4](=[O:5])[CH2:3][CH2:2][S:1][S:1][CH2:2][CH2:3][C:4]([N:6]1[CH2:10][CH2:9][CH2:8][C@@H:7]1[C:11]([OH:13])=[O:12])=[O:5])([OH:13])=[O:12], predict the reactants needed to synthesize it. (3) Given the product [C:26]([O:25][C:23](=[O:24])[CH2:22][O:1][C:2]1[CH:9]=[CH:8][CH:7]=[C:4]([CH:5]=[O:6])[CH:3]=1)([CH3:29])([CH3:28])[CH3:27], predict the reactants needed to synthesize it. The reactants are: [OH:1][C:2]1[CH:3]=[C:4]([CH:7]=[CH:8][CH:9]=1)[CH:5]=[O:6].CC(C)([O-])C.[K+].C(O)(C)(C)C.Br[CH2:22][C:23]([O:25][C:26]([CH3:29])([CH3:28])[CH3:27])=[O:24]. (4) Given the product [SH:19][C:17]1[S:18][C:2]2[CH:10]=[CH:9][C:5]([C:6]([OH:8])=[O:7])=[CH:4][C:3]=2[N:11]=1, predict the reactants needed to synthesize it. The reactants are: Cl[C:2]1[CH:10]=[CH:9][C:5]([C:6]([OH:8])=[O:7])=[CH:4][C:3]=1[N+:11]([O-])=O.C(O[C:17](=[S:19])[S-:18])C.[K+]. (5) Given the product [NH2:11][C:8]1[N:7]=[C:6]2[N:12]=[C:2]([C:19]3[CH:18]=[CH:17][C:16]([OH:30])=[C:15]([O:14][CH3:13])[CH:20]=3)[CH:3]=[CH:4][C:5]2=[N:10][CH:9]=1, predict the reactants needed to synthesize it. The reactants are: Cl[C:2]1[CH:3]=[CH:4][C:5]2[C:6]([N:12]=1)=[N:7][C:8]([NH2:11])=[CH:9][N:10]=2.[CH3:13][O:14][C:15]1[CH:20]=[C:19](B2OC(C)(C)C(C)(C)O2)[CH:18]=[CH:17][C:16]=1[OH:30].C(=O)([O-])[O-].[Na+].[Na+]. (6) The reactants are: [CH:1]([SH:4])([CH3:3])[CH3:2].[CH3:5][C@H:6]1[CH2:11][O:10][CH2:9][CH2:8][N:7]1[C:12]1[CH:17]=[C:16]([CH2:18]OS(C)(=O)=O)[N:15]=[C:14]([C:24]2[CH:29]=[CH:28][C:27]([NH:30][C:31]([NH:33][C:34]3[CH:39]=[CH:38][CH:37]=[CH:36][CH:35]=3)=[O:32])=[CH:26][CH:25]=2)[N:13]=1. Given the product [CH3:5][C@H:6]1[CH2:11][O:10][CH2:9][CH2:8][N:7]1[C:12]1[CH:17]=[C:16]([CH2:18][S:4][CH:1]([CH3:3])[CH3:2])[N:15]=[C:14]([C:24]2[CH:25]=[CH:26][C:27]([NH:30][C:31]([NH:33][C:34]3[CH:39]=[CH:38][CH:37]=[CH:36][CH:35]=3)=[O:32])=[CH:28][CH:29]=2)[N:13]=1, predict the reactants needed to synthesize it. (7) Given the product [CH2:33]([NH:30][C:31](=[O:32])[NH:1][C:2]1[CH:3]=[C:4]([CH:8]2[C:17]([CH3:18])([CH3:19])[CH2:16][C:15]3[C:10](=[CH:11][CH:12]=[C:13]([C:20]([OH:22])=[O:21])[CH:14]=3)[NH:9]2)[CH:5]=[CH:6][CH:7]=1)[C:34]1[CH:39]=[CH:38][CH:37]=[CH:36][CH:35]=1, predict the reactants needed to synthesize it. The reactants are: [NH2:1][C:2]1[CH:3]=[C:4]([CH:8]2[C:17]([CH3:19])([CH3:18])[CH2:16][C:15]3[C:10](=[CH:11][CH:12]=[C:13]([C:20]([OH:22])=[O:21])[CH:14]=3)[NH:9]2)[CH:5]=[CH:6][CH:7]=1.C(N(CC)CC)C.[N:30]([CH2:33][C:34]1[CH:39]=[CH:38][CH:37]=[CH:36][CH:35]=1)=[C:31]=[O:32]. (8) The reactants are: [NH:1]1[CH:5]=[CH:4][N:3]=[C:2]1[CH:6]=[O:7].C(=O)([O-])[O-].[K+].[K+].[CH3:14][C:15]([CH3:22])([CH3:21])[C:16]([O:18][CH2:19]Cl)=[O:17]. Given the product [CH3:14][C:15]([CH3:22])([CH3:21])[C:16]([O:18][CH2:19][N:1]1[CH:5]=[CH:4][N:3]=[C:2]1[CH:6]=[O:7])=[O:17], predict the reactants needed to synthesize it. (9) Given the product [N:1]1([C@H:2]2[C@@H:10]([CH2:11][C:12]3[CH:13]=[CH:14][CH:15]=[CH:16][CH:17]=3)[C:9]3[C:4](=[CH:5][C:6]([F:31])=[C:7]([O:18][CH2:19][CH2:20][NH:21][S:22]([C:25]4[N:26]=[CH:27][N:28]([CH3:30])[CH:29]=4)(=[O:24])=[O:23])[CH:8]=3)[CH2:3]2)[CH2:35][CH2:34][CH2:33]1, predict the reactants needed to synthesize it. The reactants are: [NH2:1][CH:2]1[CH:10]([CH2:11][C:12]2[CH:17]=[CH:16][CH:15]=[CH:14][CH:13]=2)[C:9]2[C:4](=[CH:5][C:6]([F:31])=[C:7]([O:18][CH2:19][CH2:20][NH:21][S:22]([C:25]3[N:26]=[CH:27][N:28]([CH3:30])[CH:29]=3)(=[O:24])=[O:23])[CH:8]=2)[CH2:3]1.Br[CH2:33][CH2:34][CH2:35]Br.C(=O)([O-])[O-].[K+].[K+].C(#N)C.